From a dataset of Full USPTO retrosynthesis dataset with 1.9M reactions from patents (1976-2016). Predict the reactants needed to synthesize the given product. Given the product [O:11]1[C:3]2[CH:2]=[CH:1][C:6]([CH:7]=[CH:22][C:21]3[C:13]([Br:12])=[CH:14][C:15]4[O:19][CH2:18][O:17][C:16]=4[CH:20]=3)=[CH:5][C:4]=2[O:9][CH2:10]1, predict the reactants needed to synthesize it. The reactants are: [CH:1]1[C:6]([CH:7]=O)=[CH:5][C:4]2[O:9][CH2:10][O:11][C:3]=2[CH:2]=1.[Br:12][C:13]1[C:21]([CH2:22]Br)=[CH:20][C:16]2[O:17][CH2:18][O:19][C:15]=2[CH:14]=1.C1([SiH2]C2C=CC=CC=2)C=CC=CC=1.C(=O)([O-])OC(C)(C)C.[Na+].